Predict the product of the given reaction. From a dataset of Forward reaction prediction with 1.9M reactions from USPTO patents (1976-2016). (1) Given the reactants [Cl:1][C:2]1[CH:3]=[N:4][C:5]2[N:6]([N:8]=[C:9]([C:11]([OH:13])=O)[CH:10]=2)[CH:7]=1.[CH3:14][O:15][C:16]1[C:21]([C:22]2[CH:23]=[C:24]3[C:29](=[CH:30][CH:31]=2)[CH:28]([CH3:32])[NH:27][CH2:26][CH2:25]3)=[CH:20][CH:19]=[CH:18][N:17]=1, predict the reaction product. The product is: [Cl:1][C:2]1[CH:3]=[N:4][C:5]2[N:6]([N:8]=[C:9]([C:11]([N:27]3[CH2:26][CH2:25][C:24]4[C:29](=[CH:30][CH:31]=[C:22]([C:21]5[C:16]([O:15][CH3:14])=[N:17][CH:18]=[CH:19][CH:20]=5)[CH:23]=4)[CH:28]3[CH3:32])=[O:13])[CH:10]=2)[CH:7]=1. (2) Given the reactants [H-].[H-].[H-].[H-].[Li+].[Al+3].[CH:7]([NH:9][CH2:10][C:11]([CH3:17])([CH3:16])[CH2:12][NH:13][CH:14]=O)=O, predict the reaction product. The product is: [CH3:7][NH:9][CH2:10][C:11]([CH3:17])([CH3:16])[CH2:12][NH:13][CH3:14]. (3) Given the reactants [F:1][C:2]1[C:7]([F:8])=[C:6]([OH:9])[CH:5]=[CH:4][C:3]=1[CH2:10][N:11]1[C:20](=[O:21])[C:19]([C:22]([NH:24][C:25]2[CH:30]=[CH:29][C:28]([C:31]([F:34])([F:33])[F:32])=[CH:27][C:26]=2[C:35]2[CH:40]=[C:39]([C:41]([F:44])([F:43])[F:42])[N:38]=[CH:37][N:36]=2)=[O:23])=[C:18]([OH:45])[C:13]2([CH2:17][CH2:16][CH2:15][CH2:14]2)[N:12]1[CH3:46].[CH3:47][N:48]([CH3:55])[CH2:49][C:50]([CH3:54])([CH3:53])[CH2:51]O, predict the reaction product. The product is: [CH3:47][N:48]([CH3:55])[CH2:49][C:50]([CH3:54])([CH3:53])[CH2:51][O:9][C:6]1[CH:5]=[CH:4][C:3]([CH2:10][N:11]2[C:20](=[O:21])[C:19]([C:22]([NH:24][C:25]3[CH:30]=[CH:29][C:28]([C:31]([F:32])([F:33])[F:34])=[CH:27][C:26]=3[C:35]3[CH:40]=[C:39]([C:41]([F:42])([F:43])[F:44])[N:38]=[CH:37][N:36]=3)=[O:23])=[C:18]([OH:45])[C:13]3([CH2:14][CH2:15][CH2:16][CH2:17]3)[N:12]2[CH3:46])=[C:2]([F:1])[C:7]=1[F:8]. (4) The product is: [NH2:8][C:7]1[C:6]([SH:10])=[N:5][CH:4]=[N:3][C:2]=1[Cl:1]. Given the reactants [Cl:1][C:2]1[C:7]([NH2:8])=[C:6](Cl)[N:5]=[CH:4][N:3]=1.[SH-:10].[Na+], predict the reaction product. (5) Given the reactants Cl[C:2]1[N:3]=[C:4]([C:9]2[CH:14]=[CH:13][CH:12]=[C:11]([N+:15]([O-:17])=[O:16])[C:10]=2[CH3:18])[N:5]=[N:6][C:7]=1[NH2:8].[NH2:19][C:20]1[CH:25]=[CH:24][C:23]([C:26]([N:28]2[CH2:33][CH2:32][O:31][CH2:30][CH2:29]2)=[O:27])=[CH:22][CH:21]=1.C(N(CC)C(C)C)(C)C, predict the reaction product. The product is: [NH2:8][C:7]1[N:6]=[N:5][C:4]([C:9]2[CH:14]=[CH:13][CH:12]=[C:11]([N+:15]([O-:17])=[O:16])[C:10]=2[CH3:18])=[N:3][C:2]=1[NH:19][C:20]1[CH:21]=[CH:22][C:23]([C:26]([N:28]2[CH2:29][CH2:30][O:31][CH2:32][CH2:33]2)=[O:27])=[CH:24][CH:25]=1. (6) Given the reactants [NH2:1][C:2]1[CH:3]=[CH:4][C:5]([CH3:22])=[C:6]([NH:8][C:9]2[N:10]=[CH:11][C:12]3[N:17]=[C:16]([NH:18][C:19](=[O:21])[CH3:20])[S:15][C:13]=3[N:14]=2)[CH:7]=1.[F:23][CH:24]([F:35])[O:25][C:26]1[CH:27]=[C:28]([CH:32]=[CH:33][CH:34]=1)[C:29](O)=[O:30].F[P-](F)(F)(F)(F)F.N1(OC(N(C)C)=[N+](C)C)C2N=CC=CC=2N=N1.C(=O)([O-])O.[Na+], predict the reaction product. The product is: [C:19]([NH:18][C:16]1[S:15][C:13]2[N:14]=[C:9]([NH:8][C:6]3[CH:7]=[C:2]([NH:1][C:29](=[O:30])[C:28]4[CH:32]=[CH:33][CH:34]=[C:26]([O:25][CH:24]([F:23])[F:35])[CH:27]=4)[CH:3]=[CH:4][C:5]=3[CH3:22])[N:10]=[CH:11][C:12]=2[N:17]=1)(=[O:21])[CH3:20]. (7) Given the reactants [CH2:1]([N:3]([CH:11]1[CH2:15][CH2:14][CH:13]([C:16]2[C:24]3[C:19](=[CH:20][CH:21]=[C:22]([N+:25]([O-])=O)[CH:23]=3)[NH:18][CH:17]=2)[CH2:12]1)[C:4](=[O:10])[O:5][C:6]([CH3:9])([CH3:8])[CH3:7])[CH3:2].O.NN, predict the reaction product. The product is: [NH2:25][C:22]1[CH:23]=[C:24]2[C:19](=[CH:20][CH:21]=1)[NH:18][CH:17]=[C:16]2[CH:13]1[CH2:14][CH2:15][CH:11]([N:3]([CH2:1][CH3:2])[C:4](=[O:10])[O:5][C:6]([CH3:7])([CH3:8])[CH3:9])[CH2:12]1.